This data is from Full USPTO retrosynthesis dataset with 1.9M reactions from patents (1976-2016). The task is: Predict the reactants needed to synthesize the given product. (1) The reactants are: CCN=C=NCCCN(C)C.Cl.[NH:13]([C:28]([O:30][C:31]([CH3:34])([CH3:33])[CH3:32])=[O:29])[C@H:14]([C:25]([OH:27])=[O:26])[C@@H:15]([CH3:24])[O:16][CH2:17][C:18]1[CH:23]=[CH:22][CH:21]=[CH:20][CH:19]=1.[CH:35]1(O)[CH2:40][CH2:39][CH2:38][CH2:37][CH2:36]1. Given the product [NH:13]([C:28]([O:30][C:31]([CH3:33])([CH3:32])[CH3:34])=[O:29])[C@H:14]([C:25]([O:27][CH:35]1[CH2:40][CH2:39][CH2:38][CH2:37][CH2:36]1)=[O:26])[C@@H:15]([CH3:24])[O:16][CH2:17][C:18]1[CH:23]=[CH:22][CH:21]=[CH:20][CH:19]=1, predict the reactants needed to synthesize it. (2) Given the product [C:3]([OH:8])(=[O:7])[C:4]([OH:6])=[O:5].[NH2:9][CH:10]([CH2:21][O:22][CH3:23])[C:11]([NH:13][CH2:14][C:15]1[CH:20]=[CH:19][CH:18]=[CH:17][CH:16]=1)=[O:12], predict the reactants needed to synthesize it. The reactants are: O.O.[C:3]([OH:8])(=[O:7])[C:4]([OH:6])=[O:5].[NH2:9][CH:10]([CH2:21][O:22][CH3:23])[C:11]([NH:13][CH2:14][C:15]1[CH:20]=[CH:19][CH:18]=[CH:17][CH:16]=1)=[O:12].C(O)(=O)C(O)=O.